This data is from Forward reaction prediction with 1.9M reactions from USPTO patents (1976-2016). The task is: Predict the product of the given reaction. (1) Given the reactants O[N:2]=[C:3]([C:7]1[CH:12]=[CH:11][N:10]=[CH:9][CH:8]=1)[C:4](=O)[CH3:5].[CH3:13][CH:14]1[CH2:19][C:18](=[O:20])[CH2:17][C:16](=O)[CH2:15]1.C(O)(=O)C.[OH-].[Na+], predict the reaction product. The product is: [CH3:5][C:4]1[C:17]2[C:18](=[O:20])[CH2:19][CH:14]([CH3:13])[CH2:15][C:16]=2[NH:2][C:3]=1[C:7]1[CH:12]=[CH:11][N:10]=[CH:9][CH:8]=1. (2) Given the reactants [F:1][C:2]1[CH:3]=[C:4]([C:8]#[C:9][CH2:10]O)[CH:5]=[CH:6][CH:7]=1.N1C=CC=CC=1.[Br:18]P(Br)Br, predict the reaction product. The product is: [Br:18][CH2:10][C:9]#[C:8][C:4]1[CH:5]=[CH:6][CH:7]=[C:2]([F:1])[CH:3]=1. (3) The product is: [CH2:1]([O:8][CH2:9][C@H:10]1[C@H:19]([CH2:20][OH:21])[CH2:18][CH2:17][C:12](=[O:13])[CH2:11]1)[C:2]1[CH:7]=[CH:6][CH:5]=[CH:4][CH:3]=1. Given the reactants [CH2:1]([O:8][CH2:9][C@H:10]1[C@H:19]([CH2:20][OH:21])[CH2:18][CH2:17][C:12]2(OCC[O:13]2)[CH2:11]1)[C:2]1[CH:7]=[CH:6][CH:5]=[CH:4][CH:3]=1.C([O-])([O-])=O.[K+].[K+], predict the reaction product. (4) Given the reactants [CH2:1]([O:3][CH2:4][C:5]1[N:6]([CH2:27][CH2:28][CH3:29])[C:7]2[C:16]3[CH:15]=[C:14]([O:17][CH2:18][C:19]4[CH:20]=[N:21][CH:22]=[CH:23][CH:24]=4)[CH:13]=[CH:12][C:11]=3[N+:10]([O-])=[CH:9][C:8]=2[N:26]=1)[CH3:2].ClC(Cl)(Cl)C([N:34]=C=O)=O, predict the reaction product. The product is: [CH2:1]([O:3][CH2:4][C:5]1[N:6]([CH2:27][CH2:28][CH3:29])[C:7]2[C:16]3[CH:15]=[C:14]([O:17][CH2:18][C:19]4[CH:20]=[N:21][CH:22]=[CH:23][CH:24]=4)[CH:13]=[CH:12][C:11]=3[N:10]=[C:9]([NH2:34])[C:8]=2[N:26]=1)[CH3:2]. (5) Given the reactants [Cl:1][C:2]1[CH:7]=[C:6]([N:8]2[C:12]3=[N:13][CH:14]=[CH:15][CH:16]=[C:11]3[N:10]=[CH:9]2)[CH:5]=[C:4]([Cl:17])[C:3]=1[CH2:18][C:19](O)=[O:20].[F:22][C:23]([F:32])([F:31])[C:24]1[CH:25]=[C:26]([CH:28]=[CH:29][CH:30]=1)[NH2:27], predict the reaction product. The product is: [Cl:1][C:2]1[CH:7]=[C:6]([N:8]2[C:12]3=[N:13][CH:14]=[CH:15][CH:16]=[C:11]3[N:10]=[CH:9]2)[CH:5]=[C:4]([Cl:17])[C:3]=1[CH2:18][C:19]([NH:27][C:26]1[CH:28]=[CH:29][CH:30]=[C:24]([C:23]([F:22])([F:31])[F:32])[CH:25]=1)=[O:20]. (6) Given the reactants [CH3:1][N:2]1[C:6]([NH:7][C:8]2[N:9]=[CH:10][C:11]3[CH2:17][CH2:16][N:15](C(OC(C)(C)C)=O)[CH2:14][C:12]=3[N:13]=2)=[CH:5][CH:4]=[N:3]1.Cl.O1CCOCC1.N.CO, predict the reaction product. The product is: [CH3:1][N:2]1[C:6]([NH:7][C:8]2[N:9]=[CH:10][C:11]3[CH2:17][CH2:16][NH:15][CH2:14][C:12]=3[N:13]=2)=[CH:5][CH:4]=[N:3]1.